This data is from Peptide-MHC class II binding affinity with 134,281 pairs from IEDB. The task is: Regression. Given a peptide amino acid sequence and an MHC pseudo amino acid sequence, predict their binding affinity value. This is MHC class II binding data. (1) The peptide sequence is LGGLWKTVSPRLSPI. The MHC is DRB1_0405 with pseudo-sequence DRB1_0405. The binding affinity (normalized) is 0.646. (2) The peptide sequence is GGFFTSVGKGIHTVF. The MHC is DRB3_0301 with pseudo-sequence DRB3_0301. The binding affinity (normalized) is 0.482. (3) The peptide sequence is VILTDGPERVILAGP. The MHC is DRB1_1101 with pseudo-sequence DRB1_1101. The binding affinity (normalized) is 0.0524. (4) The peptide sequence is YDKFHANVSTVLTGK. The MHC is DRB1_1602 with pseudo-sequence DRB1_1602. The binding affinity (normalized) is 0.636. (5) The peptide sequence is NSLLFIPDIKLAIDN. The MHC is DRB1_0405 with pseudo-sequence DRB1_0405. The binding affinity (normalized) is 0.551. (6) The peptide sequence is RPAEVRKVCYNAVLT. The MHC is HLA-DQA10201-DQB10402 with pseudo-sequence HLA-DQA10201-DQB10402. The binding affinity (normalized) is 0.